This data is from Reaction yield outcomes from USPTO patents with 853,638 reactions. The task is: Predict the reaction yield, written as a fraction of the theoretical maximum amount of product (1.0 means a 100% yield; for example, 0.34 means a 34% yield). The reactants are C([N:8]1[CH2:13][CH2:12][N:11]([C:14]([CH:16]2[CH2:18][CH2:17]2)=[O:15])[CH2:10][CH2:9]1)C1C=CC=CC=1. The catalyst is [Pd].CCO. The product is [CH:16]1([C:14]([N:11]2[CH2:12][CH2:13][NH:8][CH2:9][CH2:10]2)=[O:15])[CH2:17][CH2:18]1. The yield is 0.970.